Dataset: Forward reaction prediction with 1.9M reactions from USPTO patents (1976-2016). Task: Predict the product of the given reaction. Given the reactants [CH3:1][C:2]1[N:7]=[C:6]([NH:8][C:9]2[C:14]([CH3:15])=[CH:13][C:12]([CH3:16])=[CH:11][C:10]=2[CH3:17])[C:5]([S:18]([C:21]2[CH:26]=[CH:25][C:24](OS(C(F)(F)F)(=O)=O)=[CH:23][CH:22]=2)(=[O:20])=[O:19])=[CH:4][N:3]=1.[N:35]1[CH:40]=[CH:39][C:38](B(O)O)=[CH:37][CH:36]=1.C([O-])([O-])=O.[Na+].[Na+].C1C=CC(P(C2C=CC=CC=2)C2C=CC=CC=2)=CC=1.C([O-])(O)=O.[Na+], predict the reaction product. The product is: [CH3:1][C:2]1[N:7]=[C:6]([NH:8][C:9]2[C:14]([CH3:15])=[CH:13][C:12]([CH3:16])=[CH:11][C:10]=2[CH3:17])[C:5]([S:18]([C:21]2[CH:26]=[CH:25][C:24]([C:38]3[CH:39]=[CH:40][N:35]=[CH:36][CH:37]=3)=[CH:23][CH:22]=2)(=[O:20])=[O:19])=[CH:4][N:3]=1.